The task is: Predict the product of the given reaction.. This data is from Forward reaction prediction with 1.9M reactions from USPTO patents (1976-2016). (1) Given the reactants [CH2:1]([C:3]1[O:4][C:5]([C:9]([NH:11][C:12]2[CH:17]=[CH:16][C:15]([C:18]3[CH:23]=[CH:22][C:21]([C:24]45[CH2:31][CH2:30][C:27]([CH2:32][C:33]([O-:35])=[O:34])([CH2:28][CH2:29]4)[O:26][CH2:25]5)=[CH:20][CH:19]=3)=[CH:14][CH:13]=2)=[O:10])=[C:6]([CH3:8])[N:7]=1)[CH3:2].[Li+].[OH-].Cl, predict the reaction product. The product is: [CH2:1]([C:3]1[O:4][C:5]([C:9]([NH:11][C:12]2[CH:13]=[CH:14][C:15]([C:18]3[CH:23]=[CH:22][C:21]([C:24]45[CH2:29][CH2:28][C:27]([CH2:32][C:33]([OH:35])=[O:34])([CH2:30][CH2:31]4)[O:26][CH2:25]5)=[CH:20][CH:19]=3)=[CH:16][CH:17]=2)=[O:10])=[C:6]([CH3:8])[N:7]=1)[CH3:2]. (2) Given the reactants [F:1][C:2]1[C:11]2[O:10][CH2:9][C@H:8]3[C@@H:12](C(O)=O)[C@H:7]3[C:6]=2[C:5]([F:16])=[CH:4][CH:3]=1.C([N:19]([CH2:22]C)CC)C.[NH2:24][C:25]1[CH:30]=[CH:29][C:28]([I:31])=[CH:27][N:26]=1.C1C=CC(P(N=[N+]=[N-])(C2C=CC=CC=2)=[O:39])=CC=1, predict the reaction product. The product is: [F:1][C:2]1[C:11]2[O:10][CH2:9][C@H:8]3[C@@H:12]([NH:19][C:22]([NH:24][C:25]4[CH:30]=[CH:29][C:28]([I:31])=[CH:27][N:26]=4)=[O:39])[C@H:7]3[C:6]=2[C:5]([F:16])=[CH:4][CH:3]=1. (3) Given the reactants [Cl:1][C:2]1[N:3]=[C:4]([CH2:9][OH:10])[N:5]([CH3:8])[C:6]=1[Cl:7], predict the reaction product. The product is: [Cl:1][C:2]1[N:3]=[C:4]([CH:9]=[O:10])[N:5]([CH3:8])[C:6]=1[Cl:7]. (4) Given the reactants C(OC([N:8]1[CH2:13][CH2:12][N:11]([CH2:14][CH2:15][C:16]#[CH:17])[CH2:10][CH2:9]1)=O)(C)(C)C.C(Cl)Cl.C(O)(C(F)(F)F)=O, predict the reaction product. The product is: [CH2:14]([N:11]1[CH2:12][CH2:13][NH:8][CH2:9][CH2:10]1)[CH2:15][C:16]#[CH:17].